Dataset: Forward reaction prediction with 1.9M reactions from USPTO patents (1976-2016). Task: Predict the product of the given reaction. (1) Given the reactants Cl[C:2]1[N:3]=[N:4][C:5]([O:8][CH3:9])=[CH:6][CH:7]=1.C([Sn](CCCC)(CCCC)[C:15]([O:17][CH2:18][CH3:19])=[CH2:16])CCC, predict the reaction product. The product is: [CH2:18]([O:17][C:15]([C:2]1[N:3]=[N:4][C:5]([O:8][CH3:9])=[CH:6][CH:7]=1)=[CH2:16])[CH3:19]. (2) Given the reactants [C:1]1(=O)[CH2:5][CH2:4][CH2:3][CH2:2]1.[NH:7]1[CH2:12][CH2:11][CH:10]([O:13][C:14]2[N:19]=[CH:18][C:17]([C:20]3[CH:25]=[CH:24][C:23]([C:26]#[N:27])=[CH:22][CH:21]=3)=[CH:16][N:15]=2)[CH2:9][CH2:8]1, predict the reaction product. The product is: [CH:1]1([N:7]2[CH2:8][CH2:9][CH:10]([O:13][C:14]3[N:15]=[CH:16][C:17]([C:20]4[CH:25]=[CH:24][C:23]([C:26]#[N:27])=[CH:22][CH:21]=4)=[CH:18][N:19]=3)[CH2:11][CH2:12]2)[CH2:5][CH2:4][CH2:3][CH2:2]1.